This data is from Full USPTO retrosynthesis dataset with 1.9M reactions from patents (1976-2016). The task is: Predict the reactants needed to synthesize the given product. (1) The reactants are: C(N(CC)CC)C.[F:8][C:9]([F:20])([F:19])[C:10]1[CH:11]=[C:12]([CH2:16][CH2:17][NH2:18])[CH:13]=[CH:14][CH:15]=1.[F:21][C:22]([F:33])([F:32])[C:23](O[C:23](=[O:24])[C:22]([F:33])([F:32])[F:21])=[O:24]. Given the product [F:21][C:22]([F:33])([F:32])[C:23]([NH:18][CH2:17][CH2:16][C:12]1[CH:13]=[CH:14][CH:15]=[C:10]([C:9]([F:19])([F:20])[F:8])[CH:11]=1)=[O:24], predict the reactants needed to synthesize it. (2) Given the product [Cl:17][C:13]1[CH:12]=[C:11]([CH:4]([CH2:5][CH:6]2[CH2:7][CH2:8][CH2:9][CH2:10]2)[C:3]([NH:19][C:20]2[S:21][CH:22]=[CH:23][N:24]=2)=[O:18])[CH:16]=[CH:15][CH:14]=1, predict the reactants needed to synthesize it. The reactants are: CO[C:3](=[O:18])[CH:4]([C:11]1[CH:16]=[CH:15][CH:14]=[C:13]([Cl:17])[CH:12]=1)[CH2:5][CH:6]1[CH2:10][CH2:9][CH2:8][CH2:7]1.[NH2:19][C:20]1[S:21][CH:22]=[CH:23][N:24]=1.C[O-].[Mg+2].C[O-].CO. (3) Given the product [Br:15][CH:3]1[CH2:4][CH2:5][C:6]2[N:7]=[C:8]([NH:11][C:12](=[O:14])[CH3:13])[S:9][C:10]=2[C:2]1=[O:1], predict the reactants needed to synthesize it. The reactants are: [O:1]=[C:2]1[C:10]2[S:9][C:8]([NH:11][C:12](=[O:14])[CH3:13])=[N:7][C:6]=2[CH2:5][CH2:4][CH2:3]1.[Br:15]Br. (4) Given the product [Br:1][C:2]1[C:3]2[O:12][C:11]([CH2:13][N:18]3[CH2:19][CH2:20][CH2:21][N:15]([C:22]([O:24][C:25]([CH3:28])([CH3:27])[CH3:26])=[O:23])[CH2:16][CH2:17]3)=[CH:10][C:4]=2[C:5](=[O:9])[N:6]([CH3:8])[CH:7]=1, predict the reactants needed to synthesize it. The reactants are: [Br:1][C:2]1[C:3]2[O:12][C:11]([CH:13]=O)=[CH:10][C:4]=2[C:5](=[O:9])[N:6]([CH3:8])[CH:7]=1.[N:15]1([C:22]([O:24][C:25]([CH3:28])([CH3:27])[CH3:26])=[O:23])[CH2:21][CH2:20][CH2:19][NH:18][CH2:17][CH2:16]1.CC(O)=O.C([BH3-])#N.[Na+]. (5) Given the product [C:1]([O:5][C:6]([N:8]1[CH2:12][CH:11]([O:13][C:14]2[C:23]3[C:18](=[CH:19][C:20]([O:24][CH3:25])=[CH:21][CH:22]=3)[CH:17]=[CH:16][N:15]=2)[CH2:10][CH:9]1[C:26](=[O:36])[NH:27][C:28]1([C:33]([NH:46][S:45]([O:44][C:41]2([C:39]([O:38][CH3:37])=[O:40])[CH2:42][CH2:43]2)(=[O:48])=[O:47])=[O:34])[CH2:30][CH:29]1[CH2:31][CH3:32])=[O:7])([CH3:2])([CH3:3])[CH3:4], predict the reactants needed to synthesize it. The reactants are: [C:1]([O:5][C:6]([N:8]1[CH2:12][CH:11]([O:13][C:14]2[C:23]3[C:18](=[CH:19][C:20]([O:24][CH3:25])=[CH:21][CH:22]=3)[CH:17]=[CH:16][N:15]=2)[CH2:10][CH:9]1[C:26](=[O:36])[NH:27][C:28]1([C:33](O)=[O:34])[CH2:30][CH:29]1[CH2:31][CH3:32])=[O:7])([CH3:4])([CH3:3])[CH3:2].[CH3:37][O:38][C:39]([C:41]1([O:44][S:45](=[O:48])(=[O:47])[NH2:46])[CH2:43][CH2:42]1)=[O:40].S(=O)(=O)(O)N. (6) Given the product [Cl:14][C:4]1[N:3]=[C:2]([NH:17][CH2:15][CH3:16])[C:11]2[C:10](=[O:12])[N:9]([CH3:13])[CH:8]=[N:7][C:6]=2[CH:5]=1, predict the reactants needed to synthesize it. The reactants are: Cl[C:2]1[C:11]2[C:10](=[O:12])[N:9]([CH3:13])[CH:8]=[N:7][C:6]=2[CH:5]=[C:4]([Cl:14])[N:3]=1.[CH2:15]([NH2:17])[CH3:16]. (7) The reactants are: [NH2:1][CH:2]1[CH2:6][CH2:5][NH:4][CH2:3]1.[CH3:7][O:8][C:9]1[CH:10]=[C:11]([CH:14]=[CH:15][C:16]=1[O:17][CH3:18])[CH:12]=O.C(=O)([O-])[O-].[Na+].[Na+]. Given the product [NH:4]1[CH2:5][CH2:6][CH:2]([CH:3]=[CH:12][C:11]2[CH:14]=[CH:15][C:16]([O:17][CH3:18])=[C:9]([O:8][CH3:7])[CH:10]=2)[NH:1]1, predict the reactants needed to synthesize it. (8) Given the product [CH2:10]([O:9][C:7](=[O:8])[CH:6]([NH:12][C:25](=[O:26])[C:24]1[CH:28]=[CH:29][CH:30]=[C:22]([CH3:21])[CH:23]=1)[C:5]([O:4][CH2:2][CH3:3])=[O:13])[CH3:11], predict the reactants needed to synthesize it. The reactants are: Cl.[CH2:2]([O:4][C:5](=[O:13])[CH:6]([NH2:12])[C:7]([O:9][CH2:10][CH3:11])=[O:8])[CH3:3].C(N(CC)CC)C.[CH3:21][C:22]1[CH:23]=[C:24]([CH:28]=[CH:29][CH:30]=1)[C:25](Cl)=[O:26].O. (9) Given the product [F:1][C:2]1[CH:3]=[C:4]2[C:9](=[CH:10][C:11]=1[Cl:12])[C:8](=[O:13])[N:7]([CH2:26][C:27]1[CH:32]=[CH:31][C:30]([O:33][CH3:34])=[CH:29][CH:28]=1)[CH:6]=[CH:5]2, predict the reactants needed to synthesize it. The reactants are: [F:1][C:2]1[CH:3]=[C:4]2[C:9](=[CH:10][C:11]=1[Cl:12])[C:8](=[O:13])[NH:7][CH:6]=[CH:5]2.BrC1C=C2C(=CC=1)C(=O)N([CH2:26][C:27]1[CH:32]=[CH:31][C:30]([O:33][CH3:34])=[CH:29][CH:28]=1)C=C2.